This data is from TCR-epitope binding with 47,182 pairs between 192 epitopes and 23,139 TCRs. The task is: Binary Classification. Given a T-cell receptor sequence (or CDR3 region) and an epitope sequence, predict whether binding occurs between them. The epitope is YSEHPTFTSQY. The TCR CDR3 sequence is CSVELSSDSYEQYF. Result: 0 (the TCR does not bind to the epitope).